The task is: Predict the reaction yield, written as a fraction of the theoretical maximum amount of product (1.0 means a 100% yield; for example, 0.34 means a 34% yield).. This data is from Reaction yield outcomes from USPTO patents with 853,638 reactions. (1) The reactants are [Br:1][C:2]1[C:6]([CH:7]=O)=[C:5](Br)[N:4]([CH2:10][C:11]2[CH:16]=[CH:15][C:14]([O:17][CH3:18])=[CH:13][CH:12]=2)[N:3]=1.[C:19]([O:23][CH2:24][CH3:25])(=[O:22])[CH2:20][SH:21].C(=O)([O-])[O-].[Na+].[Na+]. The catalyst is C(O)C. The product is [Br:1][C:2]1[C:6]2[CH:7]=[C:20]([C:19]([O:23][CH2:24][CH3:25])=[O:22])[S:21][C:5]=2[N:4]([CH2:10][C:11]2[CH:16]=[CH:15][C:14]([O:17][CH3:18])=[CH:13][CH:12]=2)[N:3]=1. The yield is 0.860. (2) The reactants are [CH3:1][C:2]1[N:7]=[C:6]([C:8]2[CH:13]=[CH:12][CH:11]=[C:10]([C:14]3[CH:15]=[C:16]([S:20](Cl)(=[O:22])=[O:21])[CH:17]=[CH:18][CH:19]=3)[N:9]=2)[CH:5]=[C:4]([C:24]2[CH:29]=[CH:28][C:27]([C:30]([F:33])([F:32])[F:31])=[CH:26][CH:25]=2)[CH:3]=1.[NH2:34][C:35]([CH3:39])([CH3:38])[CH2:36][OH:37]. The catalyst is C1COCC1.CCOC(C)=O. The product is [OH:37][CH2:36][C:35]([NH:34][S:20]([C:16]1[CH:17]=[CH:18][CH:19]=[C:14]([C:10]2[N:9]=[C:8]([C:6]3[CH:5]=[C:4]([C:24]4[CH:29]=[CH:28][C:27]([C:30]([F:33])([F:31])[F:32])=[CH:26][CH:25]=4)[CH:3]=[C:2]([CH3:1])[N:7]=3)[CH:13]=[CH:12][CH:11]=2)[CH:15]=1)(=[O:22])=[O:21])([CH3:39])[CH3:38]. The yield is 0.630. (3) The reactants are [CH3:1][S:2]([C:5]1[CH:27]=[CH:26][C:8]([O:9][C:10]2[CH:11]=[C:12]([OH:25])[CH:13]=[C:14]([B:16]3[O:20][C:19]([CH3:22])([CH3:21])[C:18]([CH3:24])([CH3:23])[O:17]3)[CH:15]=2)=[CH:7][CH:6]=1)(=[O:4])=[O:3].[CH3:28][O:29][CH2:30][C@H:31](O)[CH3:32].C1(P(C2C=CC=CC=2)C2C=CC=CC=2)C=CC=CC=1.N(C(OCC)=O)=NC(OCC)=O. The catalyst is O1CCCC1.C(OCC)(=O)C.O. The product is [CH3:28][O:29][CH2:30][C@H:31]([CH3:32])[O:25][C:12]1[CH:13]=[C:14]([B:16]2[O:17][C:18]([CH3:23])([CH3:24])[C:19]([CH3:21])([CH3:22])[O:20]2)[CH:15]=[C:10]([O:9][C:8]2[CH:26]=[CH:27][C:5]([S:2]([CH3:1])(=[O:4])=[O:3])=[CH:6][CH:7]=2)[CH:11]=1. The yield is 0.760.